Task: Predict which catalyst facilitates the given reaction.. Dataset: Catalyst prediction with 721,799 reactions and 888 catalyst types from USPTO (1) Product: [CH3:1][C:2]1[N:3]([S:9]([C:12]2[CH:17]=[CH:16][CH:15]=[CH:14][CH:13]=2)(=[O:10])=[O:11])[CH:4]=[CH:5][C:6]=1[CH:7]=[O:8]. Reactant: [CH3:1][C:2]1[N:3]([S:9]([C:12]2[CH:17]=[CH:16][CH:15]=[CH:14][CH:13]=2)(=[O:11])=[O:10])[CH:4]=[CH:5][C:6]=1[CH2:7][OH:8].CS(C)=O.S(=O)(=O)=O.C(=O)([O-])O.[Na+]. The catalyst class is: 66. (2) Reactant: C(O[BH-](OC(=O)C)OC(=O)C)(=O)C.[Na+].[Cl:15][C:16]1[C:17]([CH:28]=O)=[N:18][CH:19]=[C:20]([N:22]([CH2:24][CH:25]2[CH2:27][CH2:26]2)[CH3:23])[N:21]=1.[CH2:30]([NH:37][CH2:38][CH2:39][OH:40])[C:31]1[CH:36]=[CH:35][CH:34]=[CH:33][CH:32]=1.C(=O)([O-])O.[Na+]. Product: [CH2:30]([N:37]([CH2:28][C:17]1[C:16]([Cl:15])=[N:21][C:20]([N:22]([CH2:24][CH:25]2[CH2:26][CH2:27]2)[CH3:23])=[CH:19][N:18]=1)[CH2:38][CH2:39][OH:40])[C:31]1[CH:36]=[CH:35][CH:34]=[CH:33][CH:32]=1. The catalyst class is: 477. (3) Reactant: [CH2:1]([C@@:3]12[C@@:14]([CH2:16][CH2:17][C:18]3[C:23]([CH2:24][C:25]([O:27]CC)=[O:26])=[C:22]([F:30])[CH:21]=[CH:20][N:19]=3)([OH:15])[CH2:13][CH2:12][C:11]1=[CH:10][C:9]1[N:8]([C:31]3[CH:36]=[CH:35][C:34]([F:37])=[CH:33][CH:32]=3)[N:7]=[CH:6][C:5]=1[CH2:4]2)[CH3:2].[OH-].[Na+]. Product: [CH2:1]([C@@:3]12[C@@:14]([CH2:16][CH2:17][C:18]3[C:23]([CH2:24][C:25]([OH:27])=[O:26])=[C:22]([F:30])[CH:21]=[CH:20][N:19]=3)([OH:15])[CH2:13][CH2:12][C:11]1=[CH:10][C:9]1[N:8]([C:31]3[CH:36]=[CH:35][C:34]([F:37])=[CH:33][CH:32]=3)[N:7]=[CH:6][C:5]=1[CH2:4]2)[CH3:2]. The catalyst class is: 14. (4) Reactant: COC1[C@H](C(C)C)N=[C:6]([O:19][CH3:20])[C@@H:7]([CH2:9][C:10]2[CH:15]=[C:14]([F:16])[C:13]([Br:17])=[CH:12][C:11]=2[F:18])[N:8]=1.Cl.C(N(CC)CC)C.[C:43]([O:42][C:40](O[C:40]([O:42][C:43]([CH3:46])([CH3:45])[CH3:44])=[O:41])=[O:41])([CH3:46])([CH3:45])[CH3:44].C(OCC)(=[O:49])C. Product: [CH3:20][O:19][C:6](=[O:49])[C@@H:7]([CH2:9][C:10]1[CH:15]=[C:14]([F:16])[C:13]([Br:17])=[CH:12][C:11]=1[F:18])[NH:8][C:40]([O:42][C:43]([CH3:44])([CH3:45])[CH3:46])=[O:41]. The catalyst class is: 10. (5) Reactant: [Cl:1][C:2]1[N:11]=[C:10](Cl)[C:9]2[CH2:8][CH2:7][CH2:6][CH:5]([C:13]3[CH:18]=[CH:17][C:16]([F:19])=[CH:15][CH:14]=3)[C:4]=2[N:3]=1.[CH3:20][NH:21][CH2:22][CH3:23]. Product: [Cl:1][C:2]1[N:11]=[C:10]([N:21]([CH2:22][CH3:23])[CH3:20])[C:9]2[CH2:8][CH2:7][CH2:6][CH:5]([C:13]3[CH:18]=[CH:17][C:16]([F:19])=[CH:15][CH:14]=3)[C:4]=2[N:3]=1. The catalyst class is: 5. (6) Reactant: C[O:2][C:3](=O)[CH2:4][NH:5][CH2:6][C:7]1[CH:12]=[CH:11][CH:10]=[C:9]([C:13]2[CH:14]=[N:15][CH:16]=[C:17]([C:19]3[CH:24]=[C:23]([C:25]4[CH:30]=[CH:29][CH:28]=[C:27]([CH3:31])[N:26]=4)[N:22]=[C:21]4[NH:32][CH:33]=[CH:34][C:20]=34)[CH:18]=2)[CH:8]=1.[H-].[H-].[H-].[H-].[Li+].[Al+3].[O-]S([O-])(=O)=O.[Na+].[Na+]. Product: [CH3:31][C:27]1[N:26]=[C:25]([C:23]2[N:22]=[C:21]3[NH:32][CH:33]=[CH:34][C:20]3=[C:19]([C:17]3[CH:18]=[C:13]([C:9]4[CH:8]=[C:7]([CH:12]=[CH:11][CH:10]=4)[CH2:6][NH:5][CH2:4][CH2:3][OH:2])[CH:14]=[N:15][CH:16]=3)[CH:24]=2)[CH:30]=[CH:29][CH:28]=1. The catalyst class is: 1.